Dataset: Peptide-MHC class II binding affinity with 134,281 pairs from IEDB. Task: Regression. Given a peptide amino acid sequence and an MHC pseudo amino acid sequence, predict their binding affinity value. This is MHC class II binding data. (1) The peptide sequence is PQPQLPYPQPELPY. The MHC is DRB5_0101 with pseudo-sequence DRB5_0101. The binding affinity (normalized) is 0. (2) The peptide sequence is YNFATCGLIGLVTFL. The MHC is DRB1_0802 with pseudo-sequence DRB1_0802. The binding affinity (normalized) is 0.0711. (3) The peptide sequence is IAYQEDEFFECFKYL. The MHC is DRB1_1302 with pseudo-sequence DRB1_1302. The binding affinity (normalized) is 0.